This data is from Forward reaction prediction with 1.9M reactions from USPTO patents (1976-2016). The task is: Predict the product of the given reaction. Given the reactants [H-].[Na+].[CH3:3][CH:4]([OH:6])[CH3:5].[Br:7][C:8]1[CH:9]=[C:10]([N:15]2[CH2:20][CH2:19][O:18][CH2:17][CH2:16]2)[C:11](F)=[N:12][CH:13]=1, predict the reaction product. The product is: [Br:7][C:8]1[CH:9]=[C:10]([N:15]2[CH2:20][CH2:19][O:18][CH2:17][CH2:16]2)[C:11]([O:6][CH:4]([CH3:5])[CH3:3])=[N:12][CH:13]=1.